From a dataset of Retrosynthesis with 50K atom-mapped reactions and 10 reaction types from USPTO. Predict the reactants needed to synthesize the given product. (1) Given the product COC(=O)c1sc(Nc2cc(COC(=O)C(C)(C)C)ccc2N)cc1O[C@H](C)c1ccccc1C(F)(F)F, predict the reactants needed to synthesize it. The reactants are: COC(=O)c1sc(Nc2cc(COC(=O)C(C)(C)C)ccc2[N+](=O)[O-])cc1O[C@H](C)c1ccccc1C(F)(F)F. (2) Given the product N#Cc1ccc2c(ccn2Cc2noc(-c3cccc(C(F)(F)F)c3)n2)c1C(F)(F)F, predict the reactants needed to synthesize it. The reactants are: FC(F)(F)c1cccc(-c2nc(CCl)no2)c1.N#Cc1ccc2[nH]ccc2c1C(F)(F)F. (3) Given the product CNC(=O)Cc1cccc2c(C(C)C)nccc12, predict the reactants needed to synthesize it. The reactants are: CCOC(=O)Cc1cccc2c(C(C)C)nccc12.CN. (4) Given the product Cc1cccc(CCN2CC=C(c3cccc(C(F)(F)F)c3)CC2)n1, predict the reactants needed to synthesize it. The reactants are: Cc1cccc(CCCl)n1.FC(F)(F)c1cccc(C2=CCNCC2)c1.